This data is from Retrosynthesis with 50K atom-mapped reactions and 10 reaction types from USPTO. The task is: Predict the reactants needed to synthesize the given product. Given the product Nc1ncnc(N[C@H]2C[C@@H](CO)[C@H](O)[C@@H]2O)c1[N+](=O)[O-], predict the reactants needed to synthesize it. The reactants are: N[C@H]1C[C@@H](CO)[C@H](O)[C@@H]1O.Nc1ncnc(Cl)c1[N+](=O)[O-].